From a dataset of Full USPTO retrosynthesis dataset with 1.9M reactions from patents (1976-2016). Predict the reactants needed to synthesize the given product. (1) Given the product [Br:1][C:2]1[CH:7]=[CH:6][C:5]([O:8][C:9]2[CH:14]=[CH:13][CH:12]=[CH:11][CH:10]=2)=[CH:4][C:3]=1[O:15][CH2:23][CH3:24], predict the reactants needed to synthesize it. The reactants are: [Br:1][C:2]1[CH:7]=[CH:6][C:5]([O:8][C:9]2[CH:14]=[CH:13][CH:12]=[CH:11][CH:10]=2)=[CH:4][C:3]=1[OH:15].C(=O)([O-])[O-].[K+].[K+].I[CH2:23][CH3:24]. (2) Given the product [CH3:17][S:14]([C:11]1[CH:12]=[CH:13][C:8]([C:6]2[N:29]([CH3:30])[N:28]([CH3:27])[C:4](=[O:3])[C:5]=2[C:18]2[CH:23]=[CH:22][C:21]([O:24][CH3:25])=[CH:20][CH:19]=2)=[CH:9][CH:10]=1)(=[O:16])=[O:15], predict the reactants needed to synthesize it. The reactants are: C([O:3][C:4](=O)[CH:5]([C:18]1[CH:23]=[CH:22][C:21]([O:24][CH3:25])=[CH:20][CH:19]=1)[C:6]([C:8]1[CH:13]=[CH:12][C:11]([S:14]([CH3:17])(=[O:16])=[O:15])=[CH:10][CH:9]=1)=O)C.[CH3:27][NH:28][NH:29][CH3:30].